This data is from Catalyst prediction with 721,799 reactions and 888 catalyst types from USPTO. The task is: Predict which catalyst facilitates the given reaction. Reactant: [F:1][C:2]([F:19])([F:18])[CH2:3][CH2:4][C@@H:5]([C:11]1[CH:16]=[CH:15][CH:14]=[C:13]([OH:17])[CH:12]=1)[CH2:6][C:7]([O:9][CH3:10])=[O:8].[OH:20][C:21]1[CH:22]=[C:23](B(O)O)[CH:24]=[CH:25][CH:26]=1.O1CCOCC1.O.[F:37][C:38]([F:49])([F:48])[CH2:39][CH2:40]/[CH:41]=[CH:42]/[C:43]([O:45][CH2:46][CH3:47])=[O:44]. Product: [F:1][C:2]([F:18])([F:19])[CH2:3][CH2:4][C@@H:5]([C:11]1[CH:16]=[CH:15][CH:14]=[C:13]([OH:17])[CH:12]=1)[CH2:6][C:7]([O:9][CH2:10][CH3:21])=[O:8].[F:37][C:38]([F:48])([F:49])[CH2:39][CH2:40][C@H:41]([C:23]1[CH:24]=[CH:25][CH:26]=[C:21]([OH:20])[CH:22]=1)[CH2:42][C:43]([O:45][CH2:46][CH3:47])=[O:44]. The catalyst class is: 25.